This data is from Full USPTO retrosynthesis dataset with 1.9M reactions from patents (1976-2016). The task is: Predict the reactants needed to synthesize the given product. (1) Given the product [NH2:1][C@@H:2]([CH2:24][S:25][CH2:26][C@H:27]([O:43][C:44](=[O:56])[NH:45][CH2:46][CH2:47][CH2:48][CH2:49][CH2:50][CH2:51][CH2:52][CH2:53][CH2:54][CH3:55])[CH2:28][O:29][C:30](=[O:42])[NH:31][CH2:32][CH2:33][CH2:34][CH2:35][CH2:36][CH2:37][CH2:38][CH2:39][CH2:40][CH3:41])[C:3](=[O:23])[NH:4][CH2:5][CH2:6][O:7][CH2:8][CH2:9][O:10][CH2:11][CH2:12][O:13][CH2:14][CH2:15][C:16]([OH:18])=[O:17], predict the reactants needed to synthesize it. The reactants are: [NH2:1][C@@H:2]([CH2:24][S:25][CH2:26][C@H:27]([O:43][C:44](=[O:56])[NH:45][CH2:46][CH2:47][CH2:48][CH2:49][CH2:50][CH2:51][CH2:52][CH2:53][CH2:54][CH3:55])[CH2:28][O:29][C:30](=[O:42])[NH:31][CH2:32][CH2:33][CH2:34][CH2:35][CH2:36][CH2:37][CH2:38][CH2:39][CH2:40][CH3:41])[C:3](=[O:23])[NH:4][CH2:5][CH2:6][O:7][CH2:8][CH2:9][O:10][CH2:11][CH2:12][O:13][CH2:14][CH2:15][C:16]([O:18]C(C)(C)C)=[O:17]. (2) Given the product [OH:37][CH2:34][C:35]([N:8]1[CH2:11][CH:10]([C:12]2[CH:33]=[CH:32][C:15]3[C:16]4[N:17]=[C:18]([C:24]5[N:25]([CH:29]([CH3:31])[CH3:30])[N:26]=[CH:27][N:28]=5)[S:19][C:20]=4[CH2:21][CH2:22][O:23][C:14]=3[CH:13]=2)[CH2:9]1)=[O:36], predict the reactants needed to synthesize it. The reactants are: OC(C(F)(F)F)=O.[NH:8]1[CH2:11][CH:10]([C:12]2[CH:33]=[CH:32][C:15]3[C:16]4[N:17]=[C:18]([C:24]5[N:25]([CH:29]([CH3:31])[CH3:30])[N:26]=[CH:27][N:28]=5)[S:19][C:20]=4[CH2:21][CH2:22][O:23][C:14]=3[CH:13]=2)[CH2:9]1.[C:34](O)(=[O:37])[CH2:35][OH:36]. (3) Given the product [C:25]([O:28][C@H:29]([C:33]1[N:9]([CH2:8][C:4]2[CH:5]=[CH:6][CH:7]=[C:2]([Cl:1])[C:3]=2[CH3:24])[C:10]2[N:11]=[C:12]([N:18]3[CH2:19][CH2:20][O:21][CH2:22][CH2:23]3)[S:13][C:14]=2[C:15](=[O:16])[N:17]=1)[CH3:30])(=[O:27])[CH3:26], predict the reactants needed to synthesize it. The reactants are: [Cl:1][C:2]1[C:3]([CH3:24])=[C:4]([CH2:8][NH:9][C:10]2[N:11]=[C:12]([N:18]3[CH2:23][CH2:22][O:21][CH2:20][CH2:19]3)[S:13][C:14]=2[C:15]([NH2:17])=[O:16])[CH:5]=[CH:6][CH:7]=1.[C:25]([O:28][C@@H:29]([CH3:33])[C:30](Cl)=O)(=[O:27])[CH3:26]. (4) Given the product [C:11]1([CH2:17][CH2:18][CH2:19][CH2:20][CH2:21][CH2:22][CH:23]([C:2]2[S:1][CH:5]=[CH:4][N:3]=2)[OH:24])[CH:16]=[CH:15][CH:14]=[CH:13][CH:12]=1, predict the reactants needed to synthesize it. The reactants are: [S:1]1[CH:5]=[CH:4][N:3]=[CH:2]1.[Li]C(C)(C)C.[C:11]1([CH2:17][CH2:18][CH2:19][CH2:20][CH2:21][CH2:22][CH:23]=[O:24])[CH:16]=[CH:15][CH:14]=[CH:13][CH:12]=1. (5) Given the product [C:26]([O:25][C:23]([N:22]1[CH:6]2[CH:7]([N:8]([C:10]([O:12][CH2:13][C:14]3[CH:19]=[CH:18][CH:17]=[CH:16][CH:15]=3)=[O:11])[CH2:9][CH:5]2[C:3]([OH:4])=[O:2])[CH2:20][CH2:21]1)=[O:24])([CH3:29])([CH3:27])[CH3:28], predict the reactants needed to synthesize it. The reactants are: C[O:2][C:3]([CH:5]1[CH2:9][N:8]([C:10]([O:12][CH2:13][C:14]2[CH:19]=[CH:18][CH:17]=[CH:16][CH:15]=2)=[O:11])[CH:7]2[CH2:20][CH2:21][N:22]([C:23]([O:25][C:26]([CH3:29])([CH3:28])[CH3:27])=[O:24])[CH:6]12)=[O:4].[OH-].[Na+].